From a dataset of TCR-epitope binding with 47,182 pairs between 192 epitopes and 23,139 TCRs. Binary Classification. Given a T-cell receptor sequence (or CDR3 region) and an epitope sequence, predict whether binding occurs between them. (1) The epitope is GILGFVFTL. The TCR CDR3 sequence is CATRSGGPHEQYF. Result: 1 (the TCR binds to the epitope). (2) The epitope is VLWAHGFEL. The TCR CDR3 sequence is CASSQVGAQETQYF. Result: 1 (the TCR binds to the epitope). (3) The epitope is TEILPVSMTK. The TCR CDR3 sequence is CASSLDPPGGGNTIYF. Result: 0 (the TCR does not bind to the epitope). (4) The epitope is KLWAQCVQL. Result: 1 (the TCR binds to the epitope). The TCR CDR3 sequence is CASSEHLTSYNEQFF. (5) The epitope is TLDSKTQSL. The TCR CDR3 sequence is CASSSTDRVYSPLHF. Result: 1 (the TCR binds to the epitope). (6) The epitope is ATDALMTGY. The TCR CDR3 sequence is CASSPGDTGANVLTF. Result: 1 (the TCR binds to the epitope).